Task: Predict the product of the given reaction.. Dataset: Forward reaction prediction with 1.9M reactions from USPTO patents (1976-2016) (1) Given the reactants [C:1]([O:6][OH:7])([CH2:4][CH3:5])([CH3:3])[CH3:2].[OH-].[K+].[OH-].[Na+].[C:12](Cl)(=[O:17])[C:13]([CH3:16])([CH3:15])[CH3:14], predict the reaction product. The product is: [C:12]([O:7][O:6][C:1]([CH2:4][CH3:5])([CH3:3])[CH3:2])(=[O:17])[C:13]([CH3:16])([CH3:15])[CH3:14]. (2) Given the reactants [Si:1]([O:8][C:9]([C@@:11]1([CH2:65][F:66])[CH2:16][CH2:15][C:14]([C:17]2[C:18](C)(C)[C@H:19]3[C@:32]([CH3:35])([CH2:33][CH:34]=2)[C@@H:31]2[C@:22]([CH3:62])([C@@]4(C)[C@H](C[CH2:30]2)[C@H]2[C@H](C(C)=C)CC[C@]2(NCCN2CCC(C(OCC)=O)(C(OCC)=O)CC2)CC4)[CH2:21]C3)=[CH:13][CH2:12]1)=[O:10])([C:4]([CH3:7])([CH3:6])[CH3:5])([CH3:3])[CH3:2].C(OC([C@@]1(CF)CCC(C2C(C)(C)[C@H]3[C@](C)(CC=2)[C@@H:97]2[C@:88](C)([C@@:89]4([CH3:124])[C@H:94]([CH2:95]C2)[C@H:93]2[C@H:102]([C:105]([CH3:107])=[CH2:106])[CH2:103][CH2:104][C@:92]2([NH:108][CH2:109][CH2:110][N:111]2[CH2:116][CH2:115][S:114](=[O:118])(=[O:117])[CH2:113][CH:112]2[C:119]([O:121][CH2:122][CH3:123])=[O:120])[CH2:91][CH2:90]4)[CH2:87]C3)=CC1)=O)C1C=CC=CC=1, predict the reaction product. The product is: [Si:1]([O:8][C:9]([C@@:11]1([CH2:65][F:66])[CH2:16][CH2:15][C:14]([C:17]2[C:22]([CH3:62])([CH3:21])[C@H:31]3[C@:32]([CH3:35])([CH2:33][CH:34]=2)[C@@H:19]2[C@:88]([CH3:87])([C@@:89]4([CH3:124])[C@H:94]([CH2:95][CH2:18]2)[C@H:93]2[C@H:102]([C:105]([CH3:107])=[CH2:106])[CH2:103][CH2:104][C@:92]2([NH:108][CH2:109][CH2:110][N:111]2[CH2:116][CH2:115][S:114](=[O:118])(=[O:117])[CH2:113][CH:112]2[C:119]([O:121][CH2:122][CH3:123])=[O:120])[CH2:91][CH2:90]4)[CH2:97][CH2:30]3)=[CH:13][CH2:12]1)=[O:10])([C:4]([CH3:7])([CH3:5])[CH3:6])([CH3:2])[CH3:3]. (3) The product is: [F:10][C:8]1[CH:7]=[C:6]([C:11]2[CH:16]=[CH:15][CH:14]=[CH:13][C:12]=2[C:17]2[CH:18]=[CH:19][CH:20]=[CH:21][CH:22]=2)[C:5]([OH:23])=[C:4]([CH:1]=[CH:2][CH3:3])[CH:9]=1. Given the reactants [CH2:1]([C:4]1[CH:9]=[C:8]([F:10])[CH:7]=[C:6]([C:11]2[CH:16]=[CH:15][CH:14]=[CH:13][C:12]=2[C:17]2[CH:22]=[CH:21][CH:20]=[CH:19][CH:18]=2)[C:5]=1[OH:23])[CH:2]=[CH2:3], predict the reaction product. (4) Given the reactants [CH3:1][C:2]1[NH:3][C:4]2[C:5](=[O:14])[CH2:6][CH2:7][CH2:8][C:9]=2[C:10]=1[C:11]([OH:13])=O.[N:15]1([CH2:21][CH2:22][NH2:23])[CH2:20][CH2:19][CH2:18][CH2:17][CH2:16]1, predict the reaction product. The product is: [CH3:1][C:2]1[NH:3][C:4]2[C:5](=[O:14])[CH2:6][CH2:7][CH2:8][C:9]=2[C:10]=1[C:11]([NH:23][CH2:22][CH2:21][N:15]1[CH2:20][CH2:19][CH2:18][CH2:17][CH2:16]1)=[O:13]. (5) Given the reactants [C:1]([O:5][C:6](=[O:33])[NH:7][C:8]1[S:9][C:10]([CH:31]=[O:32])=[C:11]([C:13]2[C:14]([CH:27]([OH:30])[CH2:28][CH3:29])=[N:15][N:16]([CH2:18][C:19]3[CH:24]=[CH:23][C:22]([O:25][CH3:26])=[CH:21][CH:20]=3)[CH:17]=2)[N:12]=1)([CH3:4])([CH3:3])[CH3:2].C1C=C[NH+]=CC=1.[O-][Cr](Cl)(=O)=O, predict the reaction product. The product is: [C:1]([O:5][C:6](=[O:33])[NH:7][C:8]1[S:9][C:10]([CH:31]=[O:32])=[C:11]([C:13]2[C:14]([C:27](=[O:30])[CH2:28][CH3:29])=[N:15][N:16]([CH2:18][C:19]3[CH:20]=[CH:21][C:22]([O:25][CH3:26])=[CH:23][CH:24]=3)[CH:17]=2)[N:12]=1)([CH3:2])([CH3:3])[CH3:4]. (6) Given the reactants CC(C)([O-])C.[K+].[C:7]([O:16][CH3:17])(=[O:15])[CH2:8][CH2:9][CH2:10][C:11]([O:13]C)=O.[CH:18](OC)=O.[NH2:22][C:23]([NH2:25])=[S:24], predict the reaction product. The product is: [O:13]=[C:11]1[C:10]([CH2:9][CH2:8][C:7]([O:16][CH3:17])=[O:15])=[CH:18][NH:25][C:23](=[S:24])[NH:22]1. (7) Given the reactants [Cl:1][C:2]1[CH:3]=[C:4]([CH:8]=[C:9]([Cl:12])[C:10]=1[F:11])[C:5]([OH:7])=O.O.ON1C2C=CC=CC=2N=N1.C(N(CC)CC)C.Cl.[C:32]([O:36][C:37](=[O:40])[CH2:38][NH2:39])([CH3:35])([CH3:34])[CH3:33], predict the reaction product. The product is: [C:32]([O:36][C:37](=[O:40])[CH2:38][NH:39][C:5](=[O:7])[C:4]1[CH:8]=[C:9]([Cl:12])[C:10]([F:11])=[C:2]([Cl:1])[CH:3]=1)([CH3:35])([CH3:34])[CH3:33].